This data is from Forward reaction prediction with 1.9M reactions from USPTO patents (1976-2016). The task is: Predict the product of the given reaction. Given the reactants [CH3:1][CH:2]([CH3:21])[C:3]([C:6]1[C:7]([C:15]2[CH:20]=[CH:19][CH:18]=[CH:17][CH:16]=2)=[N:8][N:9]2[CH:14]=[CH:13][CH:12]=[CH:11][C:10]=12)=[N:4][OH:5].C[Si]([N:26]=[C:27]=[O:28])(C)C.N1C=CC=CC=1, predict the reaction product. The product is: [C:27]([O:5][N:4]=[C:3]([C:6]1[C:7]([C:15]2[CH:20]=[CH:19][CH:18]=[CH:17][CH:16]=2)=[N:8][N:9]2[CH:14]=[CH:13][CH:12]=[CH:11][C:10]=12)[CH:2]([CH3:21])[CH3:1])(=[O:28])[NH2:26].